From a dataset of Full USPTO retrosynthesis dataset with 1.9M reactions from patents (1976-2016). Predict the reactants needed to synthesize the given product. (1) Given the product [CH3:1][N:2]1[CH2:7][CH2:6][CH2:5][C:4]([CH2:9][O:10][C:14]2[CH:15]=[C:16]([CH:19]=[CH:20][CH:21]=2)[C:17]#[N:18])([CH3:8])[CH2:3]1, predict the reactants needed to synthesize it. The reactants are: [CH3:1][N:2]1[CH2:7][CH2:6][CH2:5][C:4]([CH2:9][OH:10])([CH3:8])[CH2:3]1.[H-].[Na+].F[C:14]1[CH:15]=[C:16]([CH:19]=[CH:20][CH:21]=1)[C:17]#[N:18]. (2) Given the product [Cl:13][C:14]1[CH:19]=[CH:18][C:17]([C:20]2[NH:12][C:11]3[N:10]([N:9]=[CH:8][C:7]=3[C:5]3[O:4][N:3]=[C:2]([CH3:1])[CH:6]=3)[C:22](=[O:23])[CH:21]=2)=[CH:16][C:15]=1[O:28][CH3:29], predict the reactants needed to synthesize it. The reactants are: [CH3:1][C:2]1[CH:6]=[C:5]([C:7]2[CH:8]=[N:9][NH:10][C:11]=2[NH2:12])[O:4][N:3]=1.[Cl:13][C:14]1[CH:19]=[CH:18][C:17]([C:20](=O)[CH2:21][C:22](OCC)=[O:23])=[CH:16][C:15]=1[O:28][CH3:29].CC1C=CC(S(O)(=O)=O)=CC=1. (3) The reactants are: [C:1]([NH:4][CH:5]([B:18]1[O:26][CH:25]2[C:20]([CH3:30])([CH:21]3[CH2:27][CH:23]([CH2:24]2)[C:22]3([CH3:29])[CH3:28])[O:19]1)[CH2:6][C:7]1[C:8]([O:16][CH3:17])=[C:9]([CH:13]=[CH:14][CH:15]=1)[C:10]([OH:12])=[O:11])(=[O:3])[CH3:2].I[CH2:32][CH3:33]. Given the product [CH2:32]([O:11][C:10](=[O:12])[C:9]1[CH:13]=[CH:14][CH:15]=[C:7]([CH2:6][CH:5]([NH:4][C:1](=[O:3])[CH3:2])[B:18]2[O:26][CH:25]3[C:20]([CH3:30])([CH:21]4[CH2:27][CH:23]([CH2:24]3)[C:22]4([CH3:29])[CH3:28])[O:19]2)[C:8]=1[O:16][CH3:17])[CH3:33], predict the reactants needed to synthesize it. (4) Given the product [CH3:27][O:28][C:29]1[CH:30]=[C:31]([CH2:35][CH:36]([CH2:37][CH3:38])[CH:7]([C:1]2[CH:6]=[CH:5][CH:4]=[CH:3][CH:2]=2)[C:8]([OH:10])=[O:9])[CH:32]=[CH:33][CH:34]=1, predict the reactants needed to synthesize it. The reactants are: [C:1]1([CH2:7][C:8]([OH:10])=[O:9])[CH:6]=[CH:5][CH:4]=[CH:3][CH:2]=1.[Li]CCCC.CN(P(N(C)C)(N(C)C)=O)C.[CH3:27][O:28][C:29]1[CH:34]=[CH:33][CH:32]=[C:31]([CH2:35][CH:36](Br)[CH2:37][CH3:38])[CH:30]=1. (5) Given the product [Cl:13][C:14]1[CH:15]=[CH:16][C:17]([NH:20][C:21]([N:23]2[C@@H:27]([C:28]([NH:31][C:32]3[CH:33]=[CH:34][C:35]([N:38]4[CH2:43][CH2:42][O:41][CH2:40][C:39]4=[O:44])=[CH:36][CH:37]=3)=[O:30])[CH2:26][O:25][CH2:24]2)=[O:22])=[CH:18][CH:19]=1, predict the reactants needed to synthesize it. The reactants are: Cl.CN(C)CCCN=C=NCC.[Cl:13][C:14]1[CH:19]=[CH:18][C:17]([NH:20][C:21]([N:23]2[C@@H:27]([C:28]([OH:30])=O)[CH2:26][O:25][CH2:24]2)=[O:22])=[CH:16][CH:15]=1.[NH2:31][C:32]1[CH:37]=[CH:36][C:35]([N:38]2[CH2:43][CH2:42][O:41][CH2:40][C:39]2=[O:44])=[CH:34][CH:33]=1.C(=O)([O-])O.[Na+]. (6) Given the product [Br:1][C:2]1[CH:10]=[C:6]([C:17]([OH:16])([CH3:18])[CH3:11])[CH:5]=[N:4][CH:3]=1, predict the reactants needed to synthesize it. The reactants are: [Br:1][C:2]1[CH:3]=[N:4][CH:5]=[C:6]([CH:10]=1)C(Cl)=O.[CH3:11][Mg]Br.C([O:16][CH2:17][CH3:18])C.